From a dataset of Forward reaction prediction with 1.9M reactions from USPTO patents (1976-2016). Predict the product of the given reaction. (1) The product is: [CH2:1]([O:8][C:9]([N:11]([CH3:33])[N:12]1[C:34]([C:35]([Cl:37])=[O:36])=[C:20]([C:25]2[CH:30]=[CH:29][CH:28]=[CH:27][CH:26]=2)[C:19]2[C:14](=[CH:15][CH:16]=[C:17]([Cl:31])[CH:18]=2)[C:13]1=[O:32])=[O:10])[C:2]1[CH:7]=[CH:6][CH:5]=[CH:4][CH:3]=1. Given the reactants [CH2:1]([O:8][C:9]([N:11]([CH3:33])[N:12]1C(C(O)=O)=[C:20]([C:25]2[CH:30]=[CH:29][CH:28]=[CH:27][CH:26]=2)[C:19]2[C:14](=[CH:15][CH:16]=[C:17]([Cl:31])[CH:18]=2)[C:13]1=[O:32])=[O:10])[C:2]1[CH:7]=[CH:6][CH:5]=[CH:4][CH:3]=1.[C:34](Cl)(=O)[C:35]([Cl:37])=[O:36], predict the reaction product. (2) Given the reactants [SiH3]O[SiH3].C1CN([P+]([O:20]N2N=NC3C=CC=CC2=3)(N2CCCC2)N2CCCC2)CC1.F[P-](F)(F)(F)(F)F.[NH2:37][CH2:38][CH2:39][CH2:40][CH2:41][CH2:42][OH:43].[C:44]1([CH3:54])[CH:49]=[CH:48][C:47]([CH2:50]C(O)=O)=[CH:46][CH:45]=1, predict the reaction product. The product is: [OH:43][CH2:42][CH2:41][CH2:40][CH2:39][CH2:38][NH:37][C:50](=[O:20])[C:47]1[CH:46]=[CH:45][C:44]([CH3:54])=[CH:49][CH:48]=1.